Dataset: Full USPTO retrosynthesis dataset with 1.9M reactions from patents (1976-2016). Task: Predict the reactants needed to synthesize the given product. (1) Given the product [NH2:1][C:2]1[N:3]=[CH:4][C:5]([C:8]2[CH:13]=[CH:12][C:11]([C:14]3[CH:19]=[CH:18][C:17]([C:20]([F:23])([F:21])[F:22])=[CH:16][C:15]=3[CH2:24][NH:31][CH2:30][CH2:28][OH:29])=[CH:10][C:9]=2[F:27])=[N:6][CH:7]=1, predict the reactants needed to synthesize it. The reactants are: [NH2:1][C:2]1[N:3]=[CH:4][C:5]([C:8]2[CH:13]=[CH:12][C:11]([C:14]3[C:15]([C:24](O)=O)=[CH:16][C:17]([C:20]([F:23])([F:22])[F:21])=[CH:18][CH:19]=3)=[CH:10][C:9]=2[F:27])=[N:6][CH:7]=1.[CH2:28]([CH2:30][NH2:31])[OH:29]. (2) Given the product [CH3:37][O:36][C:29]1[CH:30]=[C:31]([O:34][CH3:35])[CH:32]=[CH:33][C:28]=1[CH2:27][NH:26][C:4]1[C:3]([C:1]([NH2:2])=[O:39])=[C:7]([C:8]2[CH:13]=[CH:12][C:11]([NH:14][C:15]([NH:17][C:18]3[CH:23]=[C:22]([CH3:24])[CH:21]=[CH:20][C:19]=3[F:25])=[O:16])=[CH:10][CH:9]=2)[S:6][N:5]=1, predict the reactants needed to synthesize it. The reactants are: [C:1]([C:3]1[C:4]([NH:26][CH2:27][C:28]2[CH:33]=[CH:32][C:31]([O:34][CH3:35])=[CH:30][C:29]=2[O:36][CH3:37])=[N:5][S:6][C:7]=1[C:8]1[CH:13]=[CH:12][C:11]([NH:14][C:15]([NH:17][C:18]2[CH:23]=[C:22]([CH3:24])[CH:21]=[CH:20][C:19]=2[F:25])=[O:16])=[CH:10][CH:9]=1)#[N:2].C([O-])([O-])=[O:39].[K+].[K+].